From a dataset of Forward reaction prediction with 1.9M reactions from USPTO patents (1976-2016). Predict the product of the given reaction. (1) Given the reactants I[C:2]1[S:6][C:5]([C:7]2[CH:15]=[C:14]3[C:10]([CH2:11][N:12]([CH3:17])[C:13]3=[O:16])=[CH:9][CH:8]=2)=[CH:4][CH:3]=1.CC1(C)C(C)(C)OB([C:26]2[CH:27]=[C:28]([NH:32][C:33](=[O:39])[O:34][C:35]([CH3:38])([CH3:37])[CH3:36])[CH:29]=[N:30][CH:31]=2)O1, predict the reaction product. The product is: [CH3:17][N:12]1[C:13](=[O:16])[C:14]2[C:10](=[CH:9][CH:8]=[C:7]([C:5]3[S:6][C:2]([C:26]4[CH:27]=[C:28]([NH:32][C:33](=[O:39])[O:34][C:35]([CH3:37])([CH3:36])[CH3:38])[CH:29]=[N:30][CH:31]=4)=[CH:3][CH:4]=3)[CH:15]=2)[CH2:11]1. (2) Given the reactants CO.[F:3][C:4]1[CH:36]=[CH:35][C:7]2[S:8][C:9]([S:12]([NH:15][C:16]3[CH:21]=[CH:20][C:19]([C:22]4[O:23][CH:24]=[C:25]([C:27]([O:29]C)=[O:28])[N:26]=4)=[CH:18][C:17]=3[S:31]([CH3:34])(=[O:33])=[O:32])(=[O:14])=[O:13])=[C:10]([CH3:11])[C:6]=2[CH:5]=1.[OH-].[Na+], predict the reaction product. The product is: [F:3][C:4]1[CH:36]=[CH:35][C:7]2[S:8][C:9]([S:12]([NH:15][C:16]3[CH:21]=[CH:20][C:19]([C:22]4[O:23][CH:24]=[C:25]([C:27]([OH:29])=[O:28])[N:26]=4)=[CH:18][C:17]=3[S:31]([CH3:34])(=[O:33])=[O:32])(=[O:13])=[O:14])=[C:10]([CH3:11])[C:6]=2[CH:5]=1. (3) The product is: [C:22]1([S:28][CH2:29][C:30]([N:1]2[CH2:2][CH2:3][C:4]3([O:11][C:10]4[C:12]5[C:17]([C:18](=[O:21])[C:19](=[O:20])[C:9]=4[S:8][CH2:7]3)=[CH:16][CH:15]=[CH:14][CH:13]=5)[CH2:5][CH2:6]2)=[O:31])[CH:27]=[CH:26][CH:25]=[CH:24][CH:23]=1. Given the reactants [NH:1]1[CH2:6][CH2:5][C:4]2([O:11][C:10]3[C:12]4[C:17]([C:18](=[O:21])[C:19](=[O:20])[C:9]=3[S:8][CH2:7]2)=[CH:16][CH:15]=[CH:14][CH:13]=4)[CH2:3][CH2:2]1.[C:22]1([S:28][CH2:29][C:30](Cl)=[O:31])[CH:27]=[CH:26][CH:25]=[CH:24][CH:23]=1, predict the reaction product. (4) Given the reactants C([O:3][C:4](=[O:16])[C:5]([C:8]1[CH:13]=[CH:12][CH:11]=[C:10]([O:14][CH3:15])[N:9]=1)([CH3:7])[CH3:6])C.[OH-].[K+], predict the reaction product. The product is: [CH3:15][O:14][C:10]1[N:9]=[C:8]([C:5]([CH3:7])([CH3:6])[C:4]([OH:16])=[O:3])[CH:13]=[CH:12][CH:11]=1. (5) Given the reactants [C:1]([OH:5])(=O)[CH2:2][CH3:3].CN(C(ON1N=NC2C=CC=NC1=2)=[N+](C)C)C.F[P-](F)(F)(F)(F)F.CN1CCOCC1.[Cl:37][C:38]1[CH:43]=[CH:42][CH:41]=[CH:40][C:39]=1[C:44]1[O:48][C:47]([C:49]2[CH:54]=[CH:53][N:52]=[C:51]([NH2:55])[CH:50]=2)=[N:46][C:45]=1[C:56]1[N:60](COCC[Si](C)(C)C)[CH:59]=[N:58][N:57]=1, predict the reaction product. The product is: [Cl:37][C:38]1[CH:43]=[CH:42][CH:41]=[CH:40][C:39]=1[C:44]1[O:48][C:47]([C:49]2[CH:54]=[CH:53][N:52]=[C:51]([NH:55][C:1](=[O:5])[CH2:2][CH3:3])[CH:50]=2)=[N:46][C:45]=1[C:56]1[NH:60][CH:59]=[N:58][N:57]=1. (6) Given the reactants O1CCCCC1[O:7][CH2:8][CH2:9][O:10][C:11]1[CH:16]=[CH:15][C:14]([N:17]2[C:21]3[CH:22]=[CH:23][C:24]([C:26]4[CH:31]=[CH:30][C:29]([NH:32]C(=O)OC(C)(C)C)=[CH:28][CH:27]=4)=[CH:25][C:20]=3[N:19]=[CH:18]2)=[CH:13][CH:12]=1.FC(F)(F)S(OC1C=CC2N(C3C=CC(OCCOC4CCCCO4)=CC=3)C=NC=2C=1)(=O)=O.FC(F)(F)C(O)=O, predict the reaction product. The product is: [NH2:32][C:29]1[CH:30]=[CH:31][C:26]([C:24]2[CH:23]=[CH:22][C:21]3[N:17]([C:14]4[CH:15]=[CH:16][C:11]([O:10][CH2:9][CH2:8][OH:7])=[CH:12][CH:13]=4)[CH:18]=[N:19][C:20]=3[CH:25]=2)=[CH:27][CH:28]=1. (7) Given the reactants Br[CH2:2][C:3]1[CH:8]=[CH:7][C:6]([CH2:9][N:10]2[CH2:23][CH2:22][CH2:21][N:20]([C:24]([O:26][C:27]([CH3:30])([CH3:29])[CH3:28])=[O:25])[CH2:19][CH2:18][N:17]([C:31]([O:33][C:34]([CH3:37])([CH3:36])[CH3:35])=[O:32])[CH2:16][CH2:15][CH2:14][N:13]([C:38]([O:40][C:41]([CH3:44])([CH3:43])[CH3:42])=[O:39])[CH2:12][CH2:11]2)=[CH:5][CH:4]=1.[NH:45]([C:49]1[NH:50][C:51]2[CH:57]=[CH:56][CH:55]=[CH:54][C:52]=2[N:53]=1)[C:46]([NH2:48])=[NH:47], predict the reaction product. The product is: [NH:45]([C:49]1[N:50]([CH2:2][C:3]2[CH:8]=[CH:7][C:6]([CH2:9][N:10]3[CH2:23][CH2:22][CH2:21][N:20]([C:24]([O:26][C:27]([CH3:30])([CH3:29])[CH3:28])=[O:25])[CH2:19][CH2:18][N:17]([C:31]([O:33][C:34]([CH3:37])([CH3:36])[CH3:35])=[O:32])[CH2:16][CH2:15][CH2:14][N:13]([C:38]([O:40][C:41]([CH3:44])([CH3:43])[CH3:42])=[O:39])[CH2:12][CH2:11]3)=[CH:5][CH:4]=2)[C:51]2[CH:57]=[CH:56][CH:55]=[CH:54][C:52]=2[N:53]=1)[C:46]([NH2:48])=[NH:47]. (8) The product is: [Cl-:10].[CH3:7][O:8][CH2:9][N:4]1[CH:5]=[CH:6][N+:2]([CH3:1])=[CH:3]1. Given the reactants [CH3:1][N:2]1[CH:6]=[CH:5][N:4]=[CH:3]1.[CH3:7][O:8][CH2:9][Cl:10], predict the reaction product. (9) The product is: [C:8]1([CH2:6][O:28][C:25](=[O:26])[NH:23][C@H:21]2[CH2:20][CH2:19][C@@H:18]([CH3:24])[N:17]([C:4]3[CH:5]=[C:6]([C:8]4[CH:15]=[CH:14][C:11]([C:12]#[N:13])=[C:10]([F:16])[CH:9]=4)[N:7]=[C:2]([NH2:1])[N:3]=3)[CH2:22]2)[CH:15]=[CH:14][CH:11]=[CH:10][CH:9]=1. Given the reactants [NH2:1][C:2]1[N:7]=[C:6]([C:8]2[CH:15]=[CH:14][C:11]([C:12]#[N:13])=[C:10]([F:16])[CH:9]=2)[CH:5]=[C:4]([N:17]2[CH2:22][C@@H:21]([NH2:23])[CH2:20][CH2:19][C@H:18]2[CH3:24])[N:3]=1.[C:25]([O-:28])(O)=[O:26].[Na+], predict the reaction product.